From a dataset of Reaction yield outcomes from USPTO patents with 853,638 reactions. Predict the reaction yield, written as a fraction of the theoretical maximum amount of product (1.0 means a 100% yield; for example, 0.34 means a 34% yield). (1) The reactants are [CH2:1]([C:3]1[C:4](=[O:10])[NH:5][C:6](=O)[NH:7][CH:8]=1)[CH3:2].[Cl:11]C1NC(=O)C(C)=C(C)N=1. No catalyst specified. The product is [Cl:11][C:6]1[NH:5][C:4](=[O:10])[C:3]([CH2:1][CH3:2])=[CH:8][N:7]=1. The yield is 0.670. (2) The reactants are [ClH:1].O1CCOCC1.OC(C(F)(F)F)=O.[CH3:15][O:16][C:17]1[CH:22]=[CH:21][C:20]([NH:23][C:24]2[O:25][CH:26]=[C:27]([C:29]([N:31]3[CH2:36][CH2:35][N:34](C(OC(C)(C)C)=O)[CH2:33][CH:32]3[CH2:44][O:45][C:46]3[CH:47]=[N:48][CH:49]=[CH:50][CH:51]=3)=[O:30])[N:28]=2)=[CH:19][CH:18]=1. The catalyst is CO. The product is [ClH:1].[ClH:1].[CH3:15][O:16][C:17]1[CH:18]=[CH:19][C:20]([NH:23][C:24]2[O:25][CH:26]=[C:27]([C:29]([N:31]3[CH2:36][CH2:35][NH:34][CH2:33][CH:32]3[CH2:44][O:45][C:46]3[CH:47]=[N:48][CH:49]=[CH:50][CH:51]=3)=[O:30])[N:28]=2)=[CH:21][CH:22]=1. The yield is 0.730. (3) The reactants are [NH2:1][C:2]1[N:7]=[C:6]([C:8]2[C:9]([C:16]3[C:17]([F:37])=[C:18]([N:22](COC)[S:23]([C:26]4[CH:31]=[C:30]([F:32])[CH:29]=[CH:28][C:27]=4[F:33])(=[O:25])=[O:24])[CH:19]=[CH:20][CH:21]=3)=[N:10][N:11]([CH2:13][CH2:14][F:15])[CH:12]=2)[CH:5]=[CH:4][N:3]=1. The catalyst is C(O)(C(F)(F)F)=O.O. The product is [NH2:1][C:2]1[N:7]=[C:6]([C:8]2[C:9]([C:16]3[C:17]([F:37])=[C:18]([NH:22][S:23]([C:26]4[CH:31]=[C:30]([F:32])[CH:29]=[CH:28][C:27]=4[F:33])(=[O:24])=[O:25])[CH:19]=[CH:20][CH:21]=3)=[N:10][N:11]([CH2:13][CH2:14][F:15])[CH:12]=2)[CH:5]=[CH:4][N:3]=1. The yield is 0.500. (4) The reactants are FC(F)(F)S(O[C:7]1[CH2:16][CH2:15][C:10]2([O:14][CH2:13][CH2:12][O:11]2)[CH2:9][CH:8]=1)(=O)=O.[CH3:19][C:20]1([CH3:36])[C:24]([CH3:26])([CH3:25])[O:23][B:22]([B:22]2[O:23][C:24]([CH3:26])([CH3:25])[C:20]([CH3:36])([CH3:19])[O:21]2)[O:21]1.CC([O-])=O.[K+]. The catalyst is O1CCOCC1.C1C=CC(P(C2C=CC=CC=2)[C-]2C=CC=C2)=CC=1.C1C=CC(P(C2C=CC=CC=2)[C-]2C=CC=C2)=CC=1.Cl[Pd]Cl.[Fe+2].C(Cl)Cl. The product is [CH3:19][C:20]1([CH3:36])[C:24]([CH3:26])([CH3:25])[O:23][B:22]([C:7]2[CH2:16][CH2:15][C:10]3([O:14][CH2:13][CH2:12][O:11]3)[CH2:9][CH:8]=2)[O:21]1. The yield is 0.950.